Dataset: Forward reaction prediction with 1.9M reactions from USPTO patents (1976-2016). Task: Predict the product of the given reaction. (1) Given the reactants [Cl:1][C:2]1[CH:10]=[CH:9][C:8]([NH:11][C:12]([CH:14]2[CH2:16][CH2:15]2)=[O:13])=[C:7]2[C:3]=1[CH2:4][N:5]([CH:18]([C:23]1[CH:28]=[CH:27][C:26]([O:29][CH:30]([F:32])[F:31])=[C:25]([O:33][CH2:34][CH3:35])[CH:24]=1)[CH2:19][C:20]([OH:22])=O)[C:6]2=[O:17].C1N=C[N:38](C(N2C=NC=C2)=O)C=1.[NH4+].[OH-], predict the reaction product. The product is: [C:20]([CH2:19][CH:18]([N:5]1[C:6](=[O:17])[C:7]2[C:3](=[C:2]([Cl:1])[CH:10]=[CH:9][C:8]=2[NH:11][C:12]([CH:14]2[CH2:15][CH2:16]2)=[O:13])[CH2:4]1)[C:23]1[CH:28]=[CH:27][C:26]([O:29][CH:30]([F:31])[F:32])=[C:25]([O:33][CH2:34][CH3:35])[CH:24]=1)(=[O:22])[NH2:38]. (2) Given the reactants [NH2:1][C:2]1[C:7]([F:8])=[C:6](Cl)[N:5]=[C:4]([C:10]([O:12][CH3:13])=[O:11])[C:3]=1[Cl:14].[O:15]1[C:19]2[CH:20]=[CH:21][CH:22]=[C:23](B3OC(C)(C)C(C)(C)O3)[C:18]=2[O:17][CH2:16]1.[F-].[K+], predict the reaction product. The product is: [NH2:1][C:2]1[C:7]([F:8])=[C:6]([C:23]2[C:18]3[O:17][CH2:16][O:15][C:19]=3[CH:20]=[CH:21][CH:22]=2)[N:5]=[C:4]([C:10]([O:12][CH3:13])=[O:11])[C:3]=1[Cl:14]. (3) The product is: [OH:2][C:3]1[CH:4]=[CH:5][C:6]([C:9](=[O:10])[C:11]([C:13]2[CH:18]=[CH:17][C:16]([OH:19])=[CH:15][CH:14]=2)=[O:12])=[CH:7][CH:8]=1. Given the reactants C[O:2][C:3]1[CH:8]=[CH:7][C:6]([C:9]([C:11]([C:13]2[CH:18]=[CH:17][C:16]([O:19]C)=[CH:15][CH:14]=2)=[O:12])=[O:10])=[CH:5][CH:4]=1, predict the reaction product. (4) Given the reactants [F:1][C:2]([F:7])([F:6])[CH2:3][CH2:4][OH:5].O[CH2:9][CH2:10][CH2:11][CH2:12][CH2:13][CH2:14][C:15]([O:17][CH3:18])=[O:16].C1(P(C2C=CC=CC=2)C2C=CC=CC=2)C=CC=CC=1.CC(OC(/N=N/C(OC(C)C)=O)=O)C, predict the reaction product. The product is: [F:1][C:2]([F:7])([F:6])[CH2:3][CH2:4][O:5][CH2:9][CH2:10][CH2:11][CH2:12][CH2:13][CH2:14][C:15]([O:17][CH3:18])=[O:16]. (5) Given the reactants Br[C:2]1[CH:27]=[CH:26][C:5]([CH2:6][N:7]2[CH2:15][C:14]3[CH:13]=[CH:12][N:11]=[C:10]([O:16][C:17]4[C:22]([F:23])=[CH:21][CH:20]=[CH:19][C:18]=4[Cl:24])[C:9]=3[C:8]2=[O:25])=[CH:4][CH:3]=1.[CH3:28][N:29]1[CH:33]=[C:32](B2OC(C)(C)C(C)(C)O2)[C:31]([CH3:43])=[N:30]1.C(=O)([O-])[O-].[Na+].[Na+], predict the reaction product. The product is: [Cl:24][C:18]1[CH:19]=[CH:20][CH:21]=[C:22]([F:23])[C:17]=1[O:16][C:10]1[C:9]2[C:8](=[O:25])[N:7]([CH2:6][C:5]3[CH:26]=[CH:27][C:2]([C:32]4[C:31]([CH3:43])=[N:30][N:29]([CH3:28])[CH:33]=4)=[CH:3][CH:4]=3)[CH2:15][C:14]=2[CH:13]=[CH:12][N:11]=1. (6) Given the reactants [CH3:1][O:2][C:3](=[O:16])[CH2:4][S:5][CH:6]([CH3:15])[CH2:7][C:8]([O:10]C(C)(C)C)=[O:9].FC(F)(F)C(O)=O, predict the reaction product. The product is: [CH3:1][O:2][C:3](=[O:16])[CH2:4][S:5][CH:6]([CH3:15])[CH2:7][C:8]([OH:10])=[O:9].